Dataset: Reaction yield outcomes from USPTO patents with 853,638 reactions. Task: Predict the reaction yield, written as a fraction of the theoretical maximum amount of product (1.0 means a 100% yield; for example, 0.34 means a 34% yield). (1) The reactants are [C:1]([O:5][C:6]([N:8]([C:13]1[CH:25]=[CH:24][C:16]([C:17]([O:19][CH2:20][C:21]([OH:23])=[O:22])=[O:18])=[CH:15][C:14]=1[O:26][CH2:27][CH:28]1[CH2:30][CH2:29]1)[S:9]([CH3:12])(=[O:11])=[O:10])=[O:7])([CH3:4])([CH3:3])[CH3:2].[Cl:31][C:32]1[CH:33]=[N+:34]([O-:57])[CH:35]=[C:36]([Cl:56])[C:37]=1[CH2:38][C@@H:39]([C:41]1[CH:46]=[CH:45][C:44]([O:47][CH:48]([F:50])[F:49])=[C:43]([O:51][CH2:52][CH:53]2[CH2:55][CH2:54]2)[CH:42]=1)O.C(Cl)CCl. The catalyst is CN(C1C=CN=CC=1)C.C(Cl)Cl. The product is [C:1]([O:5][C:6]([N:8]([C:13]1[CH:25]=[CH:24][C:16]([C:17]([O:19][CH2:20][C:21]([O:23][C@H:39]([C:41]2[CH:46]=[CH:45][C:44]([O:47][CH:48]([F:49])[F:50])=[C:43]([O:51][CH2:52][CH:53]3[CH2:54][CH2:55]3)[CH:42]=2)[CH2:38][C:37]2[C:36]([Cl:56])=[CH:35][N+:34]([O-:57])=[CH:33][C:32]=2[Cl:31])=[O:22])=[O:18])=[CH:15][C:14]=1[O:26][CH2:27][CH:28]1[CH2:29][CH2:30]1)[S:9]([CH3:12])(=[O:11])=[O:10])=[O:7])([CH3:4])([CH3:2])[CH3:3]. The yield is 0.780. (2) The reactants are [N+:1]([C:4]1[CH:5]=[C:6]([C:10]2[O:11][C:12]3[CH:17]=[CH:16][N:15]=[CH:14][C:13]=3[N:18]=2)[CH:7]=[CH:8][CH:9]=1)([O-])=O.[NH4+].[Cl-]. The catalyst is CO.O.[Fe]. The product is [O:11]1[C:12]2[CH:17]=[CH:16][N:15]=[CH:14][C:13]=2[N:18]=[C:10]1[C:6]1[CH:5]=[C:4]([NH2:1])[CH:9]=[CH:8][CH:7]=1. The yield is 0.850.